Dataset: Full USPTO retrosynthesis dataset with 1.9M reactions from patents (1976-2016). Task: Predict the reactants needed to synthesize the given product. Given the product [CH2:15]([O:14][C:12](=[O:13])[C:11]([CH:4]1[CH2:5][CH2:6][CH:2]([CH3:1])[C:3]1=[O:7])=[O:17])[CH3:16], predict the reactants needed to synthesize it. The reactants are: [CH3:1][CH:2]1[CH2:6][CH2:5][CH2:4][C:3]1=[O:7].C(O[C:11](=[O:17])[C:12]([O:14][CH2:15][CH3:16])=[O:13])C.CC[O-].[Na+].